From a dataset of Full USPTO retrosynthesis dataset with 1.9M reactions from patents (1976-2016). Predict the reactants needed to synthesize the given product. Given the product [CH3:14][O:15][C:16]1[CH:21]=[C:20]([N+:22]([O-:24])=[O:23])[CH:19]=[CH:18][C:17]=1[N:25]=[C:26]1[N:10]([CH:2]2[CH2:9][CH2:8][CH2:7][CH2:6][CH2:5][CH2:4][CH2:3]2)[CH2:11][CH2:12][S:27]1, predict the reactants needed to synthesize it. The reactants are: [Cl-].[CH:2]1([NH2+:10][CH2:11][CH2:12]Cl)[CH2:9][CH2:8][CH2:7][CH2:6][CH2:5][CH2:4][CH2:3]1.[CH3:14][O:15][C:16]1[CH:21]=[C:20]([N+:22]([O-:24])=[O:23])[CH:19]=[CH:18][C:17]=1[N:25]=[C:26]=[S:27].